From a dataset of hERG Central: cardiac toxicity at 1µM, 10µM, and general inhibition. Predict hERG channel inhibition at various concentrations. (1) The drug is CC(C)C[C@@H](C(=O)NC1CCN(Cc2ccccc2)CC1)N1C(=O)N2CCc3c([nH]c4ccccc34)[C@@]2(C)C1=O. Results: hERG_inhib (hERG inhibition (general)): blocker. (2) Results: hERG_inhib (hERG inhibition (general)): blocker. The drug is CN(C)CCO/N=C(\c1ccc(Br)cc1)c1cccnc1.O=C(O)C(=O)O. (3) The drug is COc1ccc(CNC2CCN(Cc3ccccc3)CC2)cc1. Results: hERG_inhib (hERG inhibition (general)): blocker. (4) The compound is Cc1cccc2c1-c1sc(C(=O)NCCCN3CCCC(C)C3)cc1CO2. Results: hERG_inhib (hERG inhibition (general)): blocker. (5) The compound is O=S(=O)(Cc1ccccc1)NCC1CCCN(Cc2ccc3nonc3c2)C1. Results: hERG_inhib (hERG inhibition (general)): blocker. (6) The molecule is Cc1nnc2ccc(N3CCN(c4cccc(C(F)(F)F)c4)CC3)nn12. Results: hERG_inhib (hERG inhibition (general)): blocker.